This data is from Full USPTO retrosynthesis dataset with 1.9M reactions from patents (1976-2016). The task is: Predict the reactants needed to synthesize the given product. (1) The reactants are: [C:1]1([C:7]([C:9]2[CH:14]=[CH:13][CH:12]=[CH:11][CH:10]=2)=[CH2:8])[CH:6]=[CH:5][CH:4]=[CH:3][CH:2]=1.[Br:15]Br. Given the product [Br:15][CH:8]=[C:7]([C:9]1[CH:10]=[CH:11][CH:12]=[CH:13][CH:14]=1)[C:1]1[CH:6]=[CH:5][CH:4]=[CH:3][CH:2]=1, predict the reactants needed to synthesize it. (2) The reactants are: [CH2:1]([N:8]1[C@@H:13]2[C@@H:14]([C:16]#[N:17])[CH2:15][C@@:9]1([C:19]1[CH:24]=[CH:23][CH:22]=[CH:21][CH:20]=1)[C:10](=[O:18])[CH:11]=[CH:12]2)[C:2]1[CH:7]=[CH:6][CH:5]=[CH:4][CH:3]=1.C(OCC)(=O)C. Given the product [CH2:1]([N:8]1[C@@H:13]2[C@@H:14]([C:16]#[N:17])[CH2:15][C@@:9]1([C:19]1[CH:24]=[CH:23][CH:22]=[CH:21][CH:20]=1)[C:10](=[O:18])[CH2:11][CH2:12]2)[C:2]1[CH:3]=[CH:4][CH:5]=[CH:6][CH:7]=1, predict the reactants needed to synthesize it. (3) Given the product [Cl:21][C:8]1[CH:7]=[CH:6][C:5]([OH:10])=[C:4]([CH:1]([CH3:3])[CH3:2])[CH:9]=1, predict the reactants needed to synthesize it. The reactants are: [CH:1]([C:4]1[CH:9]=[CH:8][CH:7]=[CH:6][C:5]=1[OH:10])([CH3:3])[CH3:2].NC1C=CC=CN=1.S(Cl)([Cl:21])(=O)=O.O. (4) Given the product [CH3:1][O:2][C:3](=[O:53])[NH:4][C@H:5]([C:47]1[CH:52]=[CH:51][CH:50]=[CH:49][CH:48]=1)[C:6]([N:8]1[CH2:12][CH2:11][CH2:10][C@H:9]1[C:13]1[NH:17][C:16]2[C:18]3[C:23]([CH:24]=[CH:25][C:15]=2[N:14]=1)=[CH:22][C:21]1[C:26]2[C:31]([CH2:32][O:33][C:20]=1[CH:19]=3)=[CH:30][C:29]([C:34]1[NH:38][C:37]([C@@H:39]3[CH2:43][C@H:42]([CH2:44][O:45][CH3:46])[CH2:41][N:40]3[C:58](=[O:59])[C@H:57]([C@@H:56]([CH3:66])[O:55][CH3:54])[NH:61][C:62]([O:64][CH3:65])=[O:63])=[N:36][CH:35]=1)=[CH:28][CH:27]=2)=[O:7], predict the reactants needed to synthesize it. The reactants are: [CH3:1][O:2][C:3](=[O:53])[NH:4][C@H:5]([C:47]1[CH:52]=[CH:51][CH:50]=[CH:49][CH:48]=1)[C:6]([N:8]1[CH2:12][CH2:11][CH2:10][C@H:9]1[C:13]1[NH:17][C:16]2[C:18]3[C:23]([CH:24]=[CH:25][C:15]=2[N:14]=1)=[CH:22][C:21]1[C:26]2[C:31]([CH2:32][O:33][C:20]=1[CH:19]=3)=[CH:30][C:29]([C:34]1[NH:38][C:37]([C@@H:39]3[CH2:43][C@H:42]([CH2:44][O:45][CH3:46])[CH2:41][NH:40]3)=[N:36][CH:35]=1)=[CH:28][CH:27]=2)=[O:7].[CH3:54][O:55][C@H:56]([CH3:66])[C@H:57]([NH:61][C:62]([O:64][CH3:65])=[O:63])[C:58](O)=[O:59].CN(C(ON1N=NC2C=CC=NC1=2)=[N+](C)C)C.F[P-](F)(F)(F)(F)F.CCN(C(C)C)C(C)C. (5) Given the product [NH2:33][C@H:22]1[C:11](=[O:10])[N:13]([CH2:46][C:47](=[O:52])[C:48]([CH3:49])([CH3:50])[CH3:51])[C:14]2[CH:19]=[CH:18][CH:17]=[CH:16][C:15]=2[N:20]([CH:40]2[CH2:45][CH2:44][CH2:43][CH2:42][CH2:41]2)[CH2:21]1, predict the reactants needed to synthesize it. The reactants are: Cl.C([O:10][C:11]([N:13]([CH2:46][C:47](=[O:52])[C:48]([CH3:51])([CH3:50])[CH3:49])[C:14]1[CH:19]=[CH:18][CH:17]=[CH:16][C:15]=1[N:20]([CH:40]1[CH2:45][CH2:44][CH2:43][CH2:42][CH2:41]1)[CH2:21][C@@H:22]([NH:33]C(=O)C(F)(F)F)C(OCC1C=CC=CC=1)=O)=O)(=O)C1C=CC=CC=1.C1(N2C[C@@H](NC(=O)C(F)(F)F)C(=O)N(CC(=O)C(C)(C)C)C3C=CC=CC2=3)CCCCC1. (6) Given the product [OH:16][CH2:13][C:14]#[C:15][C:2]1[CH:3]=[C:4]2[C:9](=[CH:10][CH:11]=1)[CH:8]=[C:7]([OH:12])[CH:6]=[CH:5]2, predict the reactants needed to synthesize it. The reactants are: Br[C:2]1[CH:3]=[C:4]2[C:9](=[CH:10][CH:11]=1)[CH:8]=[C:7]([OH:12])[CH:6]=[CH:5]2.[CH2:13]([OH:16])[C:14]#[CH:15].C(NC(C)C)(C)C.Cl. (7) Given the product [CH2:19]([N:5]([CH2:1][CH2:2][CH2:3][CH3:4])[CH2:6][CH2:7][CH2:8][O:9][C:10]1[CH:11]=[CH:12][C:13]([C:16](=[O:18])/[CH:17]=[C:25](/[N:30]([CH3:32])[CH3:31])\[CH2:26][CH2:27][CH2:28][CH3:29])=[CH:14][CH:15]=1)[CH2:20][CH2:21][CH3:22], predict the reactants needed to synthesize it. The reactants are: [CH2:1]([N:5]([CH2:19][CH2:20][CH2:21][CH3:22])[CH2:6][CH2:7][CH2:8][O:9][C:10]1[CH:15]=[CH:14][C:13]([C:16](=[O:18])[CH3:17])=[CH:12][CH:11]=1)[CH2:2][CH2:3][CH3:4].CO[C:25](OC)([N:30]([CH3:32])[CH3:31])[CH2:26][CH2:27][CH2:28][CH3:29].